Dataset: Full USPTO retrosynthesis dataset with 1.9M reactions from patents (1976-2016). Task: Predict the reactants needed to synthesize the given product. (1) Given the product [CH2:1]([O:3][C:4]([CH2:6][O:7][C:8]1[CH:13]=[CH:12][CH:11]=[CH:10][C:9]=1[C:14](=[O:47])[CH2:15][N:16]1[C:25](=[O:26])[C:24]2[N:23]([CH2:27][CH:28]=[C:29]([CH3:30])[CH3:31])[C:22]([N:32]3[CH2:37][CH2:36][CH2:35][CH:34]([NH2:38])[CH2:33]3)=[N:21][C:20]=2[N:19]([CH3:46])[C:17]1=[O:18])=[O:5])[CH3:2], predict the reactants needed to synthesize it. The reactants are: [CH2:1]([O:3][C:4]([CH2:6][O:7][C:8]1[CH:13]=[CH:12][CH:11]=[CH:10][C:9]=1[C:14](=[O:47])[CH2:15][N:16]1[C:25](=[O:26])[C:24]2[N:23]([CH2:27][CH:28]=[C:29]([CH3:31])[CH3:30])[C:22]([N:32]3[CH2:37][CH2:36][CH2:35][CH:34]([NH:38]C(OC(C)(C)C)=O)[CH2:33]3)=[N:21][C:20]=2[N:19]([CH3:46])[C:17]1=[O:18])=[O:5])[CH3:2].FC(F)(F)C(O)=O. (2) Given the product [CH2:22]=[C:20]1[CH2:19][CH:4]2[C:5](=[O:18])[N:6]([C:7]3[CH:8]=[CH:9][C:10]([O:13][C:14]([F:16])([F:15])[F:17])=[CH:11][CH:12]=3)[CH2:2][CH:3]2[CH2:21]1, predict the reactants needed to synthesize it. The reactants are: O[CH:2]1[N:6]([C:7]2[CH:12]=[CH:11][C:10]([O:13][C:14]([F:17])([F:16])[F:15])=[CH:9][CH:8]=2)[C:5](=[O:18])[CH:4]2[CH2:19][C:20](=[CH2:22])[CH2:21][CH:3]12.[BH3-]C#N.[Na+].O. (3) Given the product [C:14]([O:13][C:11]([N:8]1[CH2:9][CH2:10][C@@H:6]([O:5][C:4]2[CH:18]=[CH:19][C:20]([C:22]3[CH:27]=[CH:26][N:25]=[C:24]4[NH:28][C:29]([C:31]5[CH:36]=[CH:35][C:34]([N:37]6[CH2:38][CH2:39][O:40][CH2:41][CH2:42]6)=[CH:33][CH:32]=5)=[CH:30][C:23]=34)=[CH:21][C:3]=2[C:1]#[N:2])[CH2:7]1)=[O:12])([CH3:17])([CH3:15])[CH3:16], predict the reactants needed to synthesize it. The reactants are: [C:1]([C:3]1[CH:21]=[C:20]([C:22]2[CH:27]=[CH:26][N:25]=[C:24]3[N:28](S(C4C=CC=CC=4)(=O)=O)[C:29]([C:31]4[CH:36]=[CH:35][C:34]([N:37]5[CH2:42][CH2:41][O:40][CH2:39][CH2:38]5)=[CH:33][CH:32]=4)=[CH:30][C:23]=23)[CH:19]=[CH:18][C:4]=1[O:5][C@@H:6]1[CH2:10][CH2:9][N:8]([C:11]([O:13][C:14]([CH3:17])([CH3:16])[CH3:15])=[O:12])[CH2:7]1)#[N:2].[OH-].[Na+]. (4) Given the product [Br:8][C:5]1[CH:6]=[CH:7][C:2]([C:11]2[CH:12]=[CH:13][CH:14]=[CH:15][C:10]=2[F:9])=[N:3][CH:4]=1, predict the reactants needed to synthesize it. The reactants are: Br[C:2]1[CH:7]=[CH:6][C:5]([Br:8])=[CH:4][N:3]=1.[F:9][C:10]1[CH:15]=[CH:14][CH:13]=[CH:12][C:11]=1B(O)O. (5) Given the product [C:1]([C:5]1[O:9]/[C:8](=[N:10]\[C:43](=[O:44])[C:42]2[CH:46]=[C:47]([C:50]([F:51])([F:52])[F:53])[CH:48]=[CH:49][C:41]=2[F:40])/[N:7]([CH2:11][C@H:12]2[CH2:16][CH2:15][CH2:14][O:13]2)[CH:6]=1)([CH3:4])([CH3:2])[CH3:3], predict the reactants needed to synthesize it. The reactants are: [C:1]([C:5]1[O:9][C:8](=[NH:10])[N:7]([CH2:11][C@H:12]2[CH2:16][CH2:15][CH2:14][O:13]2)[CH:6]=1)([CH3:4])([CH3:3])[CH3:2].O.N1(O)C2C=CC=CC=2N=N1.Cl.C(N=C=NCCCN(C)C)C.[F:40][C:41]1[CH:49]=[CH:48][C:47]([C:50]([F:53])([F:52])[F:51])=[CH:46][C:42]=1[C:43](O)=[O:44].C(N(CC)CC)C. (6) Given the product [Si:18]([O:13][CH2:12][C:4]1[CH:5]=[CH:6][C:7]2[C:8](=[O:10])[N:27]([C:30]3[CH:31]=[CH:32][C:33]([O:36][CH2:37][C:38]([F:41])([F:39])[F:40])=[CH:34][CH:35]=3)[C:28](=[S:29])[NH:1][C:2]=2[N:3]=1)([C:14]([CH3:17])([CH3:16])[CH3:15])([CH3:20])[CH3:19], predict the reactants needed to synthesize it. The reactants are: [NH2:1][C:2]1[C:7]([C:8]([O:10]C)=O)=[CH:6][CH:5]=[C:4]([CH2:12][OH:13])[N:3]=1.[C:14]([Si:18](Cl)([CH3:20])[CH3:19])([CH3:17])([CH3:16])[CH3:15].N1C=CN=C1.[N:27]([C:30]1[CH:35]=[CH:34][C:33]([O:36][CH2:37][C:38]([F:41])([F:40])[F:39])=[CH:32][CH:31]=1)=[C:28]=[S:29].[H-].[Na+].Cl. (7) Given the product [NH2:23][CH2:22][CH2:21][CH2:20][N:19]1[C:18]2[CH:24]=[CH:25][CH:26]=[CH:27][C:17]=2[N:16]=[C:15]1[CH2:14][N:3]([CH2:1][CH3:2])[CH:4]1[C:13]2[N:12]=[CH:11][CH:10]=[CH:9][C:8]=2[CH2:7][CH2:6][CH2:5]1, predict the reactants needed to synthesize it. The reactants are: [CH2:1]([N:3]([CH2:14][C:15]1[N:19]([CH2:20][CH2:21][C:22]#[N:23])[C:18]2[CH:24]=[CH:25][CH:26]=[CH:27][C:17]=2[N:16]=1)[CH:4]1[C:13]2[N:12]=[CH:11][CH:10]=[CH:9][C:8]=2[CH2:7][CH2:6][CH2:5]1)[CH3:2].NCCCN1C2C=CC=CC=2N=C1CN(C)C1C2N=CC=CC=2CCC1.